Dataset: Full USPTO retrosynthesis dataset with 1.9M reactions from patents (1976-2016). Task: Predict the reactants needed to synthesize the given product. (1) Given the product [CH2:1]([O:19][CH2:20][CH2:21][N:22]([CH2:28][CH2:29][O:30][CH2:31][CH2:32][CH2:33][CH2:34][CH2:35][CH2:36][CH2:37][CH2:38]/[CH:39]=[CH:40]\[CH2:41][CH2:42][CH2:43][CH2:44][CH2:45][CH2:46][CH2:47][CH3:48])[CH2:23][CH2:24][C:25]([NH2:56])=[O:26])[CH2:2][CH2:3][CH2:4][CH2:5][CH2:6][CH2:7][CH2:8]/[CH:9]=[CH:10]\[CH2:11][CH2:12][CH2:13][CH2:14][CH2:15][CH2:16][CH2:17][CH3:18], predict the reactants needed to synthesize it. The reactants are: [CH2:1]([O:19][CH2:20][CH2:21][N:22]([CH2:28][CH2:29][O:30][CH2:31][CH2:32][CH2:33][CH2:34][CH2:35][CH2:36][CH2:37][CH2:38]/[CH:39]=[CH:40]\[CH2:41][CH2:42][CH2:43][CH2:44][CH2:45][CH2:46][CH2:47][CH3:48])[CH2:23][CH2:24][C:25](O)=[O:26])[CH2:2][CH2:3][CH2:4][CH2:5][CH2:6][CH2:7][CH2:8]/[CH:9]=[CH:10]\[CH2:11][CH2:12][CH2:13][CH2:14][CH2:15][CH2:16][CH2:17][CH3:18].F[P-](F)(F)(F)(F)F.[N:56]1(OC(N(C)C)=[N+](C)C)C2N=CC=CC=2N=N1.CO.N.C(N(C(C)C)CC)(C)C. (2) Given the product [CH3:1][N:2]([CH2:13][C:14]1[NH:18][C:17]2[CH:19]=[CH:20][CH:21]=[C:22]([CH2:23][N:32]3[CH2:37][CH2:36][NH:35][CH2:34][CH2:33]3)[C:16]=2[N:15]=1)[CH:3]1[C:12]2[N:11]=[CH:10][CH:9]=[CH:8][C:7]=2[CH2:6][CH2:5][CH2:4]1, predict the reactants needed to synthesize it. The reactants are: [CH3:1][N:2]([CH2:13][C:14]1[NH:18][C:17]2[CH:19]=[CH:20][CH:21]=[C:22]([CH:23]=O)[C:16]=2[N:15]=1)[CH:3]1[C:12]2[N:11]=[CH:10][CH:9]=[CH:8][C:7]=2[CH2:6][CH2:5][CH2:4]1.C(OC([N:32]1[CH2:37][CH2:36][NH:35][CH2:34][CH2:33]1)=O)CCC.C(O)(=O)C.C(O[BH-](OC(=O)C)OC(=O)C)(=O)C.[Na+]. (3) The reactants are: [C:1]([O:5][C:6]([N:8]([C:32]([O:34][C:35]([CH3:38])([CH3:37])[CH3:36])=[O:33])[C:9]1[C:18]2[C:13](=[CH:14][C:15]([NH:19][CH:20]([C:25]3[CH:30]=[CH:29][CH:28]=[C:27]([Br:31])[CH:26]=3)[C:21]([O:23]C)=[O:22])=[CH:16][CH:17]=2)[CH:12]=[CH:11][N:10]=1)=[O:7])([CH3:4])([CH3:3])[CH3:2].O.[OH-].[Li+].CO. Given the product [C:1]([O:5][C:6]([N:8]([C:32]([O:34][C:35]([CH3:38])([CH3:37])[CH3:36])=[O:33])[C:9]1[C:18]2[C:13](=[CH:14][C:15]([NH:19][CH:20]([C:25]3[CH:30]=[CH:29][CH:28]=[C:27]([Br:31])[CH:26]=3)[C:21]([OH:23])=[O:22])=[CH:16][CH:17]=2)[CH:12]=[CH:11][N:10]=1)=[O:7])([CH3:4])([CH3:3])[CH3:2], predict the reactants needed to synthesize it. (4) Given the product [C:24]([O:27][CH2:28][C:29]1[C:30]([N:45]2[C:46](=[O:59])[C:47]3[S:48][C:49]4[CH2:50][CH2:51][CH2:58][CH2:52][C:53]=4[C:54]=3[CH2:55][CH2:56]2)=[CH:31][C:32]([F:44])=[CH:33][C:34]=1[C:2]1[CH:3]=[C:4]([NH:10][C:11]2[CH:15]=[C:14]([CH2:16][N:17]([CH3:22])[CH:18]3[CH2:21][O:20][CH2:19]3)[N:13]([CH3:23])[N:12]=2)[C:5](=[O:9])[N:6]([CH3:8])[CH:7]=1)(=[O:26])[CH3:25], predict the reactants needed to synthesize it. The reactants are: Br[C:2]1[CH:3]=[C:4]([NH:10][C:11]2[CH:15]=[C:14]([CH2:16][N:17]([CH3:22])[CH:18]3[CH2:21][O:20][CH2:19]3)[N:13]([CH3:23])[N:12]=2)[C:5](=[O:9])[N:6]([CH3:8])[CH:7]=1.[C:24]([O:27][CH2:28][C:29]1[C:34](B2OC(C)(C)C(C)(C)O2)=[CH:33][C:32]([F:44])=[CH:31][C:30]=1[N:45]1[CH2:56][CH2:55][C:54]2[C:53]3[CH2:52][C:51]([CH3:58])(C)[CH2:50][C:49]=3[S:48][C:47]=2[C:46]1=[O:59])(=[O:26])[CH3:25].CC([O-])=O.[Na+]. (5) Given the product [CH3:1][O:2][N:3]([CH3:17])[C:4]([C:6]1([C:13]([F:14])([F:15])[F:16])[CH2:11][CH2:10][CH:9]([O:12][Si:32]([C:35]([CH3:38])([CH3:37])[CH3:36])([CH3:34])[CH3:33])[CH2:8][CH2:7]1)=[O:5], predict the reactants needed to synthesize it. The reactants are: [CH3:1][O:2][N:3]([CH3:17])[C:4]([C:6]1([C:13]([F:16])([F:15])[F:14])[CH2:11][CH2:10][CH:9]([OH:12])[CH2:8][CH2:7]1)=[O:5].N1C(C)=CC=CC=1C.FC(F)(F)S(O[Si:32]([C:35]([CH3:38])([CH3:37])[CH3:36])([CH3:34])[CH3:33])(=O)=O. (6) Given the product [NH2:11][C:9]1[CH:10]=[C:5]([Cl:4])[C:6]([C:14]#[N:15])=[N:7][CH:8]=1, predict the reactants needed to synthesize it. The reactants are: Cl[Sn]Cl.[Cl:4][C:5]1[C:6]([C:14]#[N:15])=[N:7][CH:8]=[C:9]([N+:11]([O-])=O)[CH:10]=1.C([O-])(O)=O.[Na+]. (7) Given the product [Br:1][C:2]1[CH:6]=[C:5]([C:7]([N:32]2[C:33]3[C:28](=[CH:27][CH:26]=[CH:25][C:24]=3[CH3:23])[C:29](=[O:37])[N:30]([CH:34]([CH3:36])[CH3:35])[CH2:31]2)=[O:9])[N:4]([C:10]2[C:15]([Cl:16])=[CH:14][CH:13]=[CH:12][N:11]=2)[N:3]=1, predict the reactants needed to synthesize it. The reactants are: [Br:1][C:2]1[CH:6]=[C:5]([C:7]([OH:9])=O)[N:4]([C:10]2[C:15]([Cl:16])=[CH:14][CH:13]=[CH:12][N:11]=2)[N:3]=1.C(Cl)(=O)C(Cl)=O.[CH3:23][C:24]1[CH:25]=[CH:26][CH:27]=[C:28]2[C:33]=1[NH:32][CH2:31][N:30]([CH:34]([CH3:36])[CH3:35])[C:29]2=[O:37].N1C=CC=CC=1.C1CN2C(=NCCC2)NC1.